Dataset: Reaction yield outcomes from USPTO patents with 853,638 reactions. Task: Predict the reaction yield, written as a fraction of the theoretical maximum amount of product (1.0 means a 100% yield; for example, 0.34 means a 34% yield). (1) The reactants are [NH2:1][C:2]1[CH:7]=[C:6]([O:8][C:9]2[CH:14]=[CH:13][C:12]([NH2:15])=[C:11]([Cl:16])[CH:10]=2)[CH:5]=[CH:4][N:3]=1.[CH2:17]([N:19]([CH2:22]C)[CH2:20][CH3:21])[CH3:18].ClC([O:27][C:28]1C=CC=CC=1)=O.C[N:35]1CCNCC1. The catalyst is O1CCCC1.CN(C)C=O. The product is [NH2:15][C:12]1[CH:13]=[CH:14][C:9]([O:8][C:6]2[CH:5]=[CH:4][N:3]=[C:2]([NH:1][C:28]([N:35]3[CH2:21][CH2:20][N:19]([CH3:22])[CH2:17][CH2:18]3)=[O:27])[CH:7]=2)=[CH:10][C:11]=1[Cl:16]. The yield is 0.650. (2) The reactants are C(N1C2C(=CC=CC=2)CC1=O)C1C=CC=CC=1.[F:18][C:19]1[CH:20]=[C:21]2[C:25](=[CH:26][CH:27]=1)[N:24]([CH2:28][C:29]1[CH:34]=[CH:33][CH:32]=[CH:31][CH:30]=1)[C:23](=[O:35])[C:22]2=O.CCOCC. The catalyst is CCCCCC. The product is [CH2:28]([N:24]1[C:25]2[C:21](=[CH:20][C:19]([F:18])=[CH:27][CH:26]=2)[CH2:22][C:23]1=[O:35])[C:29]1[CH:34]=[CH:33][CH:32]=[CH:31][CH:30]=1. The yield is 0.750. (3) The reactants are [CH2:1]([C:8]1[N:9]=[N:10][C:11]([N:16]2[CH2:21][CH2:20][NH:19][C@H:18]([CH3:22])[CH2:17]2)=[C:12]([CH3:15])[C:13]=1[CH3:14])[C:2]1[CH:7]=[CH:6][CH:5]=[CH:4][CH:3]=1.[CH3:23][O:24][C:25]([C:27]1[CH:32]=[N:31][C:30](Cl)=[CH:29][N:28]=1)=[O:26].CCN(CC)CC. The catalyst is O1CCOCC1. The product is [CH3:23][O:24][C:25]([C:27]1[N:28]=[CH:29][C:30]([N:19]2[CH2:20][CH2:21][N:16]([C:11]3[N:10]=[N:9][C:8]([CH2:1][C:2]4[CH:3]=[CH:4][CH:5]=[CH:6][CH:7]=4)=[C:13]([CH3:14])[C:12]=3[CH3:15])[CH2:17][C@H:18]2[CH3:22])=[N:31][CH:32]=1)=[O:26]. The yield is 0.760. (4) The reactants are [H-].[Al+3].[Li+].[H-].[H-].[H-].[CH:7]1([NH:11][CH2:12][CH2:13][C:14]#[N:15])[CH2:10][CH2:9][CH2:8]1.[OH-].[Na+].S([O-])([O-])(=O)=O.[Mg+2]. The catalyst is CCOCC.O. The product is [CH:7]1([NH:11][CH2:12][CH2:13][CH2:14][NH2:15])[CH2:10][CH2:9][CH2:8]1. The yield is 0.660. (5) The reactants are [Cl:1][C:2]1[NH:10][CH:9]=[N:8][C:7]2[C:3]=1[N:4]=[CH:5][N:6]=2.O[CH2:12][N:13]1[CH2:17][CH:16]([CH2:18][CH2:19][CH3:20])[CH2:15][C:14]1=[O:21].C(N(CC)C(Cl)=O)C. The catalyst is CC#N. The product is [Cl:1][C:2]1[N:10]=[CH:9][N:8]=[C:7]2[C:3]=1[N:4]=[CH:5][N:6]2[CH2:12][N:13]1[CH2:17][CH:16]([CH2:18][CH2:19][CH3:20])[CH2:15][C:14]1=[O:21]. The yield is 0.990. (6) The reactants are OS(O)(=O)=O.[BrH:6].[NH2:7][C:8]1[C:9]([C:17]2[S:18][C:19]3[CH:25]=[CH:24][CH:23]=[CH:22][C:20]=3[N:21]=2)=[C:10]([CH2:13][CH2:14][CH2:15]O)[NH:11][N:12]=1.[OH-].[Na+]. No catalyst specified. The product is [S:18]1[C:19]2[CH:25]=[CH:24][CH:23]=[CH:22][C:20]=2[N:21]=[C:17]1[C:9]1[C:10]([CH2:13][CH2:14][CH2:15][Br:6])=[N:11][NH:12][C:8]=1[NH2:7]. The yield is 0.800. (7) The reactants are [NH2:1][C:2]1[C:10]2[C:5](=[N:6][C:7]([N:16]([CH3:18])[CH3:17])=[C:8]3[CH2:13][CH2:12][C:11]([CH3:15])([CH3:14])[C:9]3=2)[S:4][C:3]=1[C:19]([NH2:21])=[O:20].O.[C:23]1(C)C=CC(S(O)(=O)=O)=CC=1. The catalyst is C([O-])([O-])OCC. The product is [CH3:18][N:16]([CH3:17])[C:7]1[N:6]=[C:5]2[S:4][C:3]3[C:19](=[O:20])[NH:21][CH:23]=[N:1][C:2]=3[C:10]2=[C:9]2[C:11]([CH3:15])([CH3:14])[CH2:12][CH2:13][C:8]=12. The yield is 0.800. (8) The reactants are [NH:1]=[C:2](OC)[CH2:3][C:4]1[CH:9]=[CH:8][N:7]=[C:6]([N:10]2[CH2:15][CH2:14][N:13]([C:16]([O:18][CH2:19][C:20]3[CH:25]=[CH:24][CH:23]=[CH:22][CH:21]=3)=[O:17])[CH2:12][CH2:11]2)[CH:5]=1.[CH3:28][NH:29][NH:30][C:31]([C:33]1[O:37][N:36]=[C:35]([C:38]2[CH:43]=[CH:42][C:41]([O:44][C:45]([F:48])([F:47])[F:46])=[CH:40][CH:39]=2)[N:34]=1)=O. The catalyst is CO. The product is [CH3:28][N:29]1[C:2]([CH2:3][C:4]2[CH:9]=[CH:8][N:7]=[C:6]([N:10]3[CH2:11][CH2:12][N:13]([C:16]([O:18][CH2:19][C:20]4[CH:21]=[CH:22][CH:23]=[CH:24][CH:25]=4)=[O:17])[CH2:14][CH2:15]3)[CH:5]=2)=[N:1][C:31]([C:33]2[O:37][N:36]=[C:35]([C:38]3[CH:39]=[CH:40][C:41]([O:44][C:45]([F:48])([F:46])[F:47])=[CH:42][CH:43]=3)[N:34]=2)=[N:30]1. The yield is 0.270.